Predict the reaction yield, written as a fraction of the theoretical maximum amount of product (1.0 means a 100% yield; for example, 0.34 means a 34% yield). From a dataset of Reaction yield outcomes from USPTO patents with 853,638 reactions. (1) The reactants are FC(F)(F)S(O[C:7]1[CH2:8][C@H:9]2[C:15](=[O:16])[N:14]([CH2:17][O:18][CH2:19][CH2:20][Si:21]([CH3:24])([CH3:23])[CH3:22])[C:13]3[CH:25]=[C:26]([O:31][CH2:32][CH2:33][CH2:34][O:35][C:36]4[C:37]([O:81][CH3:82])=[CH:38][C:39]5[C:45](=[O:46])[N:44]6[CH:47]=[C:48](/[CH:50]=[CH:51]/[CH2:52][NH:53][C:54]([O:56][CH2:57][CH:58]7[C:70]8[CH:69]=[CH:68][CH:67]=[CH:66][C:65]=8[C:64]8[C:59]7=[CH:60][CH:61]=[CH:62][CH:63]=8)=[O:55])[CH2:49][C@H:43]6[C:42](=[O:71])[N:41]([CH2:72][O:73][CH2:74][CH2:75][Si:76]([CH3:79])([CH3:78])[CH3:77])[C:40]=5[CH:80]=4)[C:27]([O:29][CH3:30])=[CH:28][C:12]=3[C:11](=[O:83])[N:10]2[CH:84]=1)(=O)=O.[CH3:87][N:88]1[CH2:93][CH2:92][N:91](OB(C2C=CC=CC=2)O)[CH2:90][CH2:89]1.C(N([CH2:108][CH3:109])CC)C. The catalyst is C1(C)C=CC=CC=1.C(O)C.O. The product is [CH3:82][O:81][C:37]1[C:36]([O:35][CH2:34][CH2:33][CH2:32][O:31][C:26]2[C:27]([O:29][CH3:30])=[CH:28][C:12]3[C:11](=[O:83])[N:10]4[CH:84]=[C:7]([C:109]5[CH:108]=[CH:9][C:8]([N:91]6[CH2:90][CH2:89][N:88]([CH3:87])[CH2:93][CH2:92]6)=[CH:7][CH:84]=5)[CH2:8][C@H:9]4[C:15](=[O:16])[N:14]([CH2:17][O:18][CH2:19][CH2:20][Si:21]([CH3:24])([CH3:22])[CH3:23])[C:13]=3[CH:25]=2)=[CH:80][C:40]2[N:41]([CH2:72][O:73][CH2:74][CH2:75][Si:76]([CH3:78])([CH3:77])[CH3:79])[C:42](=[O:71])[C@@H:43]3[CH2:49][C:48](/[CH:50]=[CH:51]/[CH2:52][NH:53][C:54](=[O:55])[O:56][CH2:57][CH:58]4[C:59]5[CH:60]=[CH:61][CH:62]=[CH:63][C:64]=5[C:65]5[C:70]4=[CH:69][CH:68]=[CH:67][CH:66]=5)=[CH:47][N:44]3[C:45](=[O:46])[C:39]=2[CH:38]=1. The yield is 0.540. (2) The reactants are [NH2:1][C:2]1[CH:10]=[C:9]([O:11][CH3:12])[C:8]([O:13][CH3:14])=[CH:7][C:3]=1[C:4]([NH2:6])=[O:5].[CH3:15][N:16]([CH3:29])[C:17]1[C:26]2[C:21](=[CH:22][CH:23]=[CH:24][CH:25]=2)[C:20]([CH:27]=O)=[CH:19][CH:18]=1.COC1C=C(OC)C=C2C=1C(=O)NC(C1C=CC=CN=1)=N2. No catalyst specified. The product is [CH3:15][N:16]([CH3:29])[C:17]1[C:26]2[C:21](=[CH:22][CH:23]=[CH:24][CH:25]=2)[C:20]([C:27]2[NH:6][C:4](=[O:5])[C:3]3[C:2](=[CH:10][C:9]([O:11][CH3:12])=[C:8]([O:13][CH3:14])[CH:7]=3)[N:1]=2)=[CH:19][CH:18]=1. The yield is 0.560. (3) The reactants are [Br:1][C:2]1[C:14]2[C:13]3[C:8](=[CH:9]C(C=C)=[CH:11][CH:12]=3)[NH:7][C:6]=2[C:5]([C:17]([NH2:19])=[O:18])=[CH:4][CH:3]=1.C[N+]1([O-])CC[O:24]CC1.S([O-])([O-])=O.[Na+].[Na+].[CH3:34][C:35]([CH3:37])=[O:36]. The catalyst is O.[Os](=O)(=O)(=O)=O.C(O)(C)(C)C. The product is [Br:1][C:2]1[C:14]2[C:13]3[C:8](=[CH:9][C:34]([CH:35]([OH:36])[CH2:37][OH:24])=[CH:11][CH:12]=3)[NH:7][C:6]=2[C:5]([C:17]([NH2:19])=[O:18])=[CH:4][CH:3]=1. The yield is 0.860. (4) The yield is 0.820. The product is [O:30]=[C:28]1[NH:27][C:23]2=[N:24][CH:25]=[CH:26][C:21]([O:20][C:19]3[CH:31]=[CH:32][C:16]([NH:15][C:9]([NH:8][C:5]4[CH:6]=[CH:7][C:2]([Cl:1])=[C:3]([C:11]([F:14])([F:12])[F:13])[CH:4]=4)=[S:10])=[CH:17][CH:18]=3)=[C:22]2[NH:29]1. The catalyst is C1COCC1. The reactants are [Cl:1][C:2]1[CH:7]=[CH:6][C:5]([N:8]=[C:9]=[S:10])=[CH:4][C:3]=1[C:11]([F:14])([F:13])[F:12].[NH2:15][C:16]1[CH:32]=[CH:31][C:19]([O:20][C:21]2[CH:26]=[CH:25][N:24]=[C:23]3[NH:27][C:28](=[O:30])[NH:29][C:22]=23)=[CH:18][CH:17]=1. (5) The reactants are [OH:1][C:2]1[CH:9]=[C:8]([N:10]2[CH2:15][CH2:14][O:13][CH2:12][CH2:11]2)[CH:7]=[CH:6][C:3]=1[CH:4]=O.O.[NH2:17][NH2:18]. The catalyst is N1C=CC=CC=1. The product is [N:17](=[CH:4][C:3]1[CH:6]=[CH:7][C:8]([N:10]2[CH2:15][CH2:14][O:13][CH2:12][CH2:11]2)=[CH:9][C:2]=1[OH:1])[NH2:18]. The yield is 0.670. (6) The reactants are Cl[C:2]1[N:3]=[C:4]([O:29][CH:30]2[CH2:33][CH:32]([C:34]#[N:35])[CH2:31]2)[C:5]2[C:10]([C:11]3[CH:20]=[CH:19][C:14]([C:15]([NH:17][CH3:18])=[O:16])=[CH:13][CH:12]=3)=[CH:9][N:8]([CH2:21][O:22][CH2:23][CH2:24][Si:25]([CH3:28])([CH3:27])[CH3:26])[C:6]=2[N:7]=1.[NH2:36][C:37]1[CH:49]=[CH:48][C:40]([C:41]([NH:43][CH:44]2[CH2:47][O:46][CH2:45]2)=[O:42])=[CH:39][C:38]=1[O:50][CH3:51].C1(P(C2C=CC=CC=2)C2C=CC3C(=CC=CC=3)C=2C2C3C(=CC=CC=3)C=CC=2P(C2C=CC=CC=2)C2C=CC=CC=2)C=CC=CC=1.C(=O)([O-])[O-].[Cs+].[Cs+]. The catalyst is O1CCOCC1.C([O-])(=O)C.[Pd+2].C([O-])(=O)C. The product is [C:34]([CH:32]1[CH2:33][CH:30]([O:29][C:4]2[C:5]3[C:10]([C:11]4[CH:20]=[CH:19][C:14]([C:15](=[O:16])[NH:17][CH3:18])=[CH:13][CH:12]=4)=[CH:9][N:8]([CH2:21][O:22][CH2:23][CH2:24][Si:25]([CH3:28])([CH3:27])[CH3:26])[C:6]=3[N:7]=[C:2]([NH:36][C:37]3[CH:49]=[CH:48][C:40]([C:41]([NH:43][CH:44]4[CH2:45][O:46][CH2:47]4)=[O:42])=[CH:39][C:38]=3[O:50][CH3:51])[N:3]=2)[CH2:31]1)#[N:35]. The yield is 0.550. (7) The reactants are [OH:1][C:2]1[CH:3]=[C:4]([CH:9]=[C:10]([O:13][CH3:14])[C:11]=1[OH:12])[C:5]([O:7][CH3:8])=[O:6].[C:15]([O-])([O-])=O.[K+].[K+]. The catalyst is CC(C)=O. The product is [CH3:14][O:13][C:10]1[C:11]2[O:12][CH2:15][O:1][C:2]=2[CH:3]=[C:4]([C:5]([O:7][CH3:8])=[O:6])[CH:9]=1. The yield is 0.800. (8) The reactants are Cl[C:2]1[CH:3]=[C:4]([CH:9]=[CH:10][C:11]=1[NH:12][CH2:13][CH:14]1[CH2:16][CH2:15]1)[C:5]([O:7][CH3:8])=[O:6].[O:17]1[CH2:22][CH2:21][CH:20]([CH:23]2[CH2:28][CH2:27][C:26](=O)[CH2:25][CH2:24]2)[CH2:19][CH2:18]1.C(O)(=O)C.S([O-])([O-])(=O)=O.[Mg+2].P([O-])([O-])([O-])=O.[K+].[K+].[K+]. The catalyst is CC(N(C)C)=O.CC(C)([P](C(C)(C)C)([Pd][P](C(C)(C)C)(C(C)(C)C)C(C)(C)C)C(C)(C)C)C. The product is [CH:14]1([CH2:13][N:12]2[C:26]3[CH2:27][CH2:28][CH:23]([CH:20]4[CH2:19][CH2:18][O:17][CH2:22][CH2:21]4)[CH2:24][C:25]=3[C:2]3[C:11]2=[CH:10][CH:9]=[C:4]([C:5]([O:7][CH3:8])=[O:6])[CH:3]=3)[CH2:16][CH2:15]1. The yield is 0.230.